From a dataset of Reaction yield outcomes from USPTO patents with 853,638 reactions. Predict the reaction yield, written as a fraction of the theoretical maximum amount of product (1.0 means a 100% yield; for example, 0.34 means a 34% yield). (1) The reactants are C([N-]C(C)C)(C)C.[Li+].[CH3:9][O:10][C:11]1[CH:16]=[CH:15][C:14]([CH2:17][C:18]([OH:20])=[O:19])=[CH:13][CH:12]=1.I[CH2:22][CH:23]1[CH2:27][CH2:26][CH2:25][CH2:24]1. The catalyst is O1CCCC1.CN1CCCN(C)C1=O.CN1CCCN(C)C1=O. The product is [CH:23]1([CH2:22][CH:17]([C:14]2[CH:13]=[CH:12][C:11]([O:10][CH3:9])=[CH:16][CH:15]=2)[C:18]([OH:20])=[O:19])[CH2:27][CH2:26][CH2:25][CH2:24]1. The yield is 0.438. (2) The reactants are [Cl:1][C:2]1[C:3]([CH2:53][C:54]2[CH:59]=[CH:58][C:57]([CH2:60][CH3:61])=[CH:56][CH:55]=2)=[CH:4][C:5]([C@:9]2([CH2:48][C:49]3([CH3:52])[CH2:51][O:50]3)[C@H:14]([O:15][CH2:16]C3C=CC=CC=3)[C@@H:13]([O:23][CH2:24][C:25]3[CH:30]=[CH:29][CH:28]=[CH:27][CH:26]=3)[C@H:12]([O:31][CH2:32][C:33]3[CH:38]=[CH:37][CH:36]=[CH:35][CH:34]=3)[C@@H:11]([CH2:39][O:40][CH2:41]C3C=CC=CC=3)[O:10]2)=[C:6]([OH:8])[CH:7]=1.C(=O)([O-])[O-].[K+].[K+]. The catalyst is CN(C=O)C. The product is [CH2:16]([O:15][C@@H:14]1[C@@H:13]([O:23][CH2:24][C:25]2[CH:26]=[CH:27][CH:28]=[CH:29][CH:30]=2)[C@H:12]([O:31][CH2:32][C:33]2[CH:38]=[CH:37][CH:36]=[CH:35][CH:34]=2)[C@@H:11]([CH2:39][O:40][CH2:41][C:25]2[CH:30]=[CH:29][CH:28]=[CH:27][CH:26]=2)[O:10][C@:9]21[C:5]1[C:6](=[CH:7][C:2]([Cl:1])=[C:3]([CH2:53][C:54]3[CH:55]=[CH:56][C:57]([CH2:60][CH3:61])=[CH:58][CH:59]=3)[CH:4]=1)[O:8][C:49]([CH2:51][OH:50])([CH3:52])[CH2:48]2)[C:2]1[CH:3]=[CH:4][CH:5]=[CH:6][CH:7]=1. The yield is 0.680. (3) The catalyst is CN(C=O)C. The product is [C:1]([O:5][C:6](=[O:18])[NH:7][C@H:8]([C:11]1[CH:16]=[CH:15][C:14]([O:17][CH2:19][C@@H:20]([CH3:21])[CH2:23][CH3:24])=[CH:13][CH:12]=1)[CH2:9][OH:10])([CH3:4])([CH3:2])[CH3:3]. The yield is 0.650. The reactants are [C:1]([O:5][C:6](=[O:18])[NH:7][C@H:8]([C:11]1[CH:16]=[CH:15][C:14]([OH:17])=[CH:13][CH:12]=1)[CH2:9][OH:10])([CH3:4])([CH3:3])[CH3:2].[CH3:19][C@@H:20]([CH2:23][CH3:24])[CH2:21]Br.C([O-])([O-])=O.[Cs+].[Cs+].[NH4+].[Cl-]. (4) The reactants are Br.Br.[F:3][C:4]1[CH:5]=[C:6]([NH:33][C:34]([NH:36][C:37](=[O:45])[CH2:38][C:39]2[CH:44]=[CH:43][CH:42]=[CH:41][CH:40]=2)=[S:35])[CH:7]=[CH:8][C:9]=1[O:10][C:11]1[C:20]2[C:15](=[CH:16][C:17]([O:23][CH2:24][CH:25]3[CH2:32][CH:28]4[CH2:29][NH:30][CH2:31][CH:27]4[CH2:26]3)=[C:18]([O:21][CH3:22])[CH:19]=2)[N:14]=[CH:13][N:12]=1.C=O.[C:48]([O-])(O)=O.[Na+]. The catalyst is C(C#N)(C)=O.O.CC(O)=O. The product is [F:3][C:4]1[CH:5]=[C:6]([NH:33][C:34]([NH:36][C:37](=[O:45])[CH2:38][C:39]2[CH:40]=[CH:41][CH:42]=[CH:43][CH:44]=2)=[S:35])[CH:7]=[CH:8][C:9]=1[O:10][C:11]1[C:20]2[C:15](=[CH:16][C:17]([O:23][CH2:24][CH:25]3[CH2:32][CH:28]4[CH2:29][N:30]([CH3:48])[CH2:31][CH:27]4[CH2:26]3)=[C:18]([O:21][CH3:22])[CH:19]=2)[N:14]=[CH:13][N:12]=1. The yield is 0.400. (5) The yield is 0.310. The catalyst is C1COCC1.C(OCC)(=O)C. The reactants are Cl.[NH2:2][CH2:3][C:4]1[CH:5]=[C:6]2[C:10](=[CH:11][CH:12]=1)[C:9](=[O:13])[N:8]([CH:14]1[CH2:19][CH2:18][C:17](=[O:20])[NH:16][C:15]1=[O:21])[C:7]2=[O:22].Cl[C:24]([O:26][CH2:27][CH2:28][CH2:29][CH2:30][CH2:31][CH3:32])=[O:25].C(N(CC)CC)C.CC#N. The product is [CH2:27]([O:26][C:24](=[O:25])[NH:2][CH2:3][C:4]1[CH:5]=[C:6]2[C:10](=[CH:11][CH:12]=1)[C:9](=[O:13])[N:8]([CH:14]1[CH2:19][CH2:18][C:17](=[O:20])[NH:16][C:15]1=[O:21])[C:7]2=[O:22])[CH2:28][CH2:29][CH2:30][CH2:31][CH3:32]. (6) The reactants are Br[C:2]1[CH:7]=[CH:6][CH:5]=[CH:4][C:3]=1[O:8][CH3:9].C([Li])CCC.[CH:15]([C:18]1[CH:23]=[CH:22][C:21]([C:24](=[O:28])[CH:25]([CH3:27])[CH3:26])=[CH:20][CH:19]=1)([CH3:17])[CH3:16].O. The catalyst is C1COCC1. The product is [CH:15]([C:18]1[CH:23]=[CH:22][C:21]([C:24]([C:2]2[CH:7]=[CH:6][CH:5]=[CH:4][C:3]=2[O:8][CH3:9])([OH:28])[CH:25]([CH3:27])[CH3:26])=[CH:20][CH:19]=1)([CH3:17])[CH3:16]. The yield is 0.430. (7) The reactants are CS(C)=O.Cl[C:6]1[CH:11]=[CH:10][N:9]=[C:8]([C:12]([N:14]([CH:18]([CH3:20])[CH3:19])[CH:15]([CH3:17])[CH3:16])=[O:13])[C:7]=1[CH2:21][CH3:22].[H-].[Na+].[CH3:25][C:26]1([CH3:34])[O:31][CH2:30][CH:29]([CH2:32][OH:33])[CH2:28][O:27]1. The catalyst is C(OCC)(=O)C. The product is [CH3:25][C:26]1([CH3:34])[O:31][CH2:30][CH:29]([CH2:32][O:33][C:6]2[CH:11]=[CH:10][N:9]=[C:8]([C:12]([N:14]([CH:18]([CH3:20])[CH3:19])[CH:15]([CH3:17])[CH3:16])=[O:13])[C:7]=2[CH2:21][CH3:22])[CH2:28][O:27]1. The yield is 0.369.